This data is from Full USPTO retrosynthesis dataset with 1.9M reactions from patents (1976-2016). The task is: Predict the reactants needed to synthesize the given product. (1) Given the product [CH3:12][N:13]([CH3:15])/[CH:14]=[CH:10]/[C:9]([C:6]1[CH:7]=[CH:8][C:3]([O:2][CH3:1])=[CH:4][CH:5]=1)=[O:11], predict the reactants needed to synthesize it. The reactants are: [CH3:1][O:2][C:3]1[CH:8]=[CH:7][C:6]([C:9](=[O:11])[CH3:10])=[CH:5][CH:4]=1.[CH3:12][N:13]([CH:15](OC)OC)[CH3:14]. (2) Given the product [CH:1]1([C:4]([N:6]2[CH2:10][CH2:9][C@@H:8]([CH2:11][NH:12][C:13]3[C:14]([NH2:20])=[C:15]([CH3:19])[CH:16]=[CH:17][CH:18]=3)[CH2:7]2)=[O:5])[CH2:3][CH2:2]1, predict the reactants needed to synthesize it. The reactants are: [CH:1]1([C:4]([N:6]2[CH2:10][CH2:9][C@@H:8]([CH2:11][NH:12][C:13]3[CH:18]=[CH:17][CH:16]=[C:15]([CH3:19])[C:14]=3[N+:20]([O-])=O)[CH2:7]2)=[O:5])[CH2:3][CH2:2]1. (3) Given the product [C:35]([OH:40])(=[O:39])[C:36]([OH:38])=[O:37].[Cl:1][C:2]1[CH:3]=[CH:4][C:5]([C:6]([NH:8][CH:9]([CH2:21][C:22]2[C:31]3[C:26](=[CH:27][CH:28]=[CH:29][CH:30]=3)[NH:25][C:24](=[O:32])[CH:23]=2)[C:10]([O:12][CH2:13][CH2:14][N:15]2[CH2:16][CH2:17][O:18][CH2:19][CH2:20]2)=[O:11])=[O:7])=[CH:33][CH:34]=1, predict the reactants needed to synthesize it. The reactants are: [Cl:1][C:2]1[CH:34]=[CH:33][C:5]([C:6]([NH:8][CH:9]([CH2:21][C:22]2[C:31]3[C:26](=[CH:27][CH:28]=[CH:29][CH:30]=3)[NH:25][C:24](=[O:32])[CH:23]=2)[C:10]([O:12][CH2:13][CH2:14][N:15]2[CH2:20][CH2:19][O:18][CH2:17][CH2:16]2)=[O:11])=[O:7])=[CH:4][CH:3]=1.[C:35]([OH:40])(=[O:39])[C:36]([OH:38])=[O:37]. (4) The reactants are: [Br:1][C:2]1[S:3][CH:4]=[CH:5][CH:6]=1.C([N-]C(C)C)(C)C.[Li+].C(NC(C)C)(C)C.[Li]CCCC.CC[O:29][C:30]([CH:32]([F:34])[F:33])=O. Given the product [Br:1][C:2]1[S:3][C:4]([C:30](=[O:29])[CH:32]([F:34])[F:33])=[CH:5][CH:6]=1, predict the reactants needed to synthesize it.